Dataset: Full USPTO retrosynthesis dataset with 1.9M reactions from patents (1976-2016). Task: Predict the reactants needed to synthesize the given product. (1) Given the product [CH3:40][S:37]([NH:36][C:33]1[CH:32]=[CH:31][C:30]([C:19]2[CH:20]=[CH:21][C:22]([O:23][CH3:24])=[C:17]([CH2:16][NH:15][CH:12]3[CH2:13][CH2:14][CH:9]([N:8]([CH3:28])[C:1](=[O:2])[O:3][C:4]([CH3:7])([CH3:6])[CH3:5])[CH2:10][CH2:11]3)[CH:18]=2)=[CH:35][CH:34]=1)(=[O:39])=[O:38], predict the reactants needed to synthesize it. The reactants are: [C:1]([N:8]([CH3:28])[CH:9]1[CH2:14][CH2:13][CH:12]([NH:15][CH2:16][C:17]2[CH:18]=[C:19](B(O)O)[CH:20]=[CH:21][C:22]=2[O:23][CH3:24])[CH2:11][CH2:10]1)([O:3][C:4]([CH3:7])([CH3:6])[CH3:5])=[O:2].Br[C:30]1[CH:35]=[CH:34][C:33]([NH:36][S:37]([CH3:40])(=[O:39])=[O:38])=[CH:32][CH:31]=1. (2) Given the product [CH2:7]([O:6][C:4](=[O:5])[C:3]([CH2:18][CH:17]=[CH2:16])([CH2:1][CH3:2])[C:9]([O:11][CH2:12][CH3:13])=[O:10])[CH3:8], predict the reactants needed to synthesize it. The reactants are: [CH2:1]([CH:3]([C:9]([O:11][CH2:12][CH3:13])=[O:10])[C:4]([O:6][CH2:7][CH3:8])=[O:5])[CH3:2].[H-].[Na+].[CH2:16](Br)[CH:17]=[CH2:18]. (3) Given the product [Cl:20][C:17]1[CH:18]=[CH:19][C:14]([C:5]2[N:6]=[C:7]3[CH:12]=[CH:11][C:10]([F:13])=[CH:9][N:8]3[C:4]=2[CH2:3][N:21]2[CH:26]=[CH:25][CH:24]=[CH:23][C:22]2=[O:27])=[CH:15][CH:16]=1, predict the reactants needed to synthesize it. The reactants are: Cl.Cl[CH2:3][C:4]1[N:8]2[CH:9]=[C:10]([F:13])[CH:11]=[CH:12][C:7]2=[N:6][C:5]=1[C:14]1[CH:19]=[CH:18][C:17]([Cl:20])=[CH:16][CH:15]=1.[N:21]1[CH:26]=[CH:25][CH:24]=[CH:23][C:22]=1[OH:27]. (4) The reactants are: [H-].[Na+].[C:3]([CH2:5][C:6]([O:8][CH2:9][CH3:10])=[O:7])#[N:4].Cl[CH2:12][CH2:13][O:14][CH2:15][CH2:16]Cl. Given the product [C:3]([C:5]1([C:6]([O:8][CH2:9][CH3:10])=[O:7])[CH2:16][CH2:15][O:14][CH2:13][CH2:12]1)#[N:4], predict the reactants needed to synthesize it. (5) Given the product [NH2:1][C:2]1[CH:43]=[CH:42][C:5]([C:6]([NH:8][CH:9]2[CH2:10][C:11]3([CH2:15][CH:14]([NH:16][C:17]4[N:22]=[C:21]([C:23]5[C:31]6[C:26](=[CH:27][CH:28]=[CH:29][CH:30]=6)[NH:25][CH:24]=5)[C:20]([Cl:41])=[CH:19][N:18]=4)[CH2:13]3)[CH2:12]2)=[O:7])=[CH:4][CH:3]=1, predict the reactants needed to synthesize it. The reactants are: [NH2:1][C:2]1[CH:43]=[CH:42][C:5]([C:6]([NH:8][CH:9]2[CH2:12][C:11]3([CH2:15][CH:14]([NH:16][C:17]4[N:22]=[C:21]([C:23]5[C:31]6[C:26](=[CH:27][CH:28]=[CH:29][CH:30]=6)[N:25](S(C6C=CC=CC=6)(=O)=O)[CH:24]=5)[C:20]([Cl:41])=[CH:19][N:18]=4)[CH2:13]3)[CH2:10]2)=[O:7])=[CH:4][CH:3]=1.[OH-].[Na+]. (6) Given the product [CH2:1]([O:3][C:4]([C:5]1[C:6]([F:20])=[CH:7][C:8]2[S:14][CH2:15][C:16](=[O:17])[NH:11][C:9]=2[CH:10]=1)=[O:21])[CH3:2], predict the reactants needed to synthesize it. The reactants are: [CH2:1]([O:3][C:4](=[O:21])[C:5]1[CH:10]=[C:9]([N+:11]([O-])=O)[C:8]([S:14][CH2:15][C:16](OC)=[O:17])=[CH:7][C:6]=1[F:20])[CH3:2]. (7) Given the product [CH2:10]([O:17][C:18]([N:20]1[CH2:25][CH2:24][CH2:23][CH:22]([CH2:26][N:3]2[CH:4]=[CH:5][CH:6]=[CH:7][C:2]2=[O:1])[CH2:21]1)=[O:19])[C:11]1[CH:12]=[CH:13][CH:14]=[CH:15][CH:16]=1, predict the reactants needed to synthesize it. The reactants are: [OH:1][C:2]1[CH:7]=[CH:6][CH:5]=[CH:4][N:3]=1.[H-].[Na+].[CH2:10]([O:17][C:18]([N:20]1[CH2:25][CH2:24][CH2:23][CH:22]([CH2:26]I)[CH2:21]1)=[O:19])[C:11]1[CH:16]=[CH:15][CH:14]=[CH:13][CH:12]=1. (8) Given the product [Cl:17][C:8]1[C:7]([CH3:14])([CH3:6])[CH2:12][CH2:11][CH2:10][C:9]=1[CH:3]=[O:4], predict the reactants needed to synthesize it. The reactants are: CN(C)[CH:3]=[O:4].[CH3:6][C:7]1([CH3:14])[CH2:12][CH2:11][CH2:10][CH2:9][C:8]1=O.P(Cl)(Cl)([Cl:17])=O.